This data is from Forward reaction prediction with 1.9M reactions from USPTO patents (1976-2016). The task is: Predict the product of the given reaction. (1) Given the reactants [NH2:1][C:2]1[C:7]([CH3:8])=[CH:6][N:5]=[C:4]([C:9]([O:11]C)=[O:10])[CH:3]=1.[OH-].[Na+], predict the reaction product. The product is: [NH2:1][C:2]1[C:7]([CH3:8])=[CH:6][N:5]=[C:4]([C:9]([OH:11])=[O:10])[CH:3]=1. (2) Given the reactants [CH3:1][CH2:2][O:3][C:4]([C:6]1[CH:11]([C:12]2[CH:13]=[CH:14][CH:15]=[CH:16][C:17]=2[Cl:18])[C:10]([C:19]([O:21][CH3:22])=[O:20])=[C:9]([CH3:23])[NH:8][C:7]=1[CH2:24][O:25][CH2:26][CH2:27][NH2:28])=[O:5].COC(C1C(C2C=CC=CC=2Cl)C(C(OC)=O)=C(C)NC=1COCCN[C:56](=[O:73])[CH2:57][O:58][C:59]1[CH:64]=[CH:63][C:62]([C:65]2[CH2:70][CH2:69][C:68](=[O:71])[NH:67][N:66]=2)=[CH:61][C:60]=1[Cl:72])=O, predict the reaction product. The product is: [CH3:22][O:21][C:19]([C:10]1[CH:11]([C:12]2[CH:13]=[CH:14][CH:15]=[CH:16][C:17]=2[Cl:18])[C:6]([C:4]([O:3][CH2:2][CH3:1])=[O:5])=[C:7]([CH2:24][O:25][CH2:26][CH2:27][NH:28][C:56](=[O:73])[CH2:57][O:58][C:59]2[CH:64]=[CH:63][C:62]([C:65]3[CH2:70][CH2:69][C:68](=[O:71])[NH:67][N:66]=3)=[CH:61][C:60]=2[Cl:72])[NH:8][C:9]=1[CH3:23])=[O:20]. (3) Given the reactants [OH:1][C@:2]([C:32]1[CH:36]=[C:35]([CH3:37])[O:34][N:33]=1)([CH3:31])[C:3]#[C:4][C:5]1[CH:6]=[CH:7][C:8]2[O:14][CH2:13][CH2:12][N:11]3[C:15]([C:21]([NH:23][CH:24]4CCOCC4)=[O:22])=[C:16]([C:18]([NH2:20])=[O:19])[N:17]=[C:10]3[C:9]=2[CH:30]=1.CN[CH:40]1[CH2:45][CH2:44][O:43][CH2:42][CH2:41]1, predict the reaction product. The product is: [OH:1][C@:2]([C:32]1[CH:36]=[C:35]([CH3:37])[O:34][N:33]=1)([CH3:31])[C:3]#[C:4][C:5]1[CH:6]=[CH:7][C:8]2[O:14][CH2:13][CH2:12][N:11]3[C:15]([C:21]([NH:23][CH2:24][CH:40]4[CH2:41][CH2:42][O:43][CH2:44][CH2:45]4)=[O:22])=[C:16]([C:18]([NH2:20])=[O:19])[N:17]=[C:10]3[C:9]=2[CH:30]=1. (4) Given the reactants [NH:1]1[C:9]2[C:4](=[CH:5][CH:6]=[CH:7][CH:8]=2)[CH:3]=[CH:2]1.Br[C:11]1[CH:16]=[CH:15][C:14]([CH3:17])=[CH:13][CH:12]=1.[O-]P([O-])([O-])=O.[K+].[K+].[K+].[C@@H]1(N)CCCC[C@H]1N, predict the reaction product. The product is: [CH3:17][C:14]1[CH:15]=[CH:16][C:11]([N:1]2[C:9]3[C:4](=[CH:5][CH:6]=[CH:7][CH:8]=3)[CH:3]=[CH:2]2)=[CH:12][CH:13]=1. (5) Given the reactants Cl.[SH:2][CH2:3][CH2:4]N.Cl[C:7]([C:20]1[CH:25]=[CH:24][CH:23]=[CH:22][CH:21]=1)([C:14]1[CH:19]=[CH:18][CH:17]=[CH:16][CH:15]=1)[C:8]1[CH:13]=[CH:12][CH:11]=[CH:10][CH:9]=1.F[C:27](F)(F)[C:28]([OH:30])=[O:29], predict the reaction product. The product is: [C:8]1([C:7]([C:20]2[CH:25]=[CH:24][CH:23]=[CH:22][CH:21]=2)([C:14]2[CH:19]=[CH:18][CH:17]=[CH:16][CH:15]=2)[S:2][C:3]2[CH:4]=[CH:9][C:8]([CH2:27][C:28]([OH:30])=[O:29])=[CH:7][CH:14]=2)[CH:13]=[CH:12][CH:11]=[CH:10][CH:9]=1. (6) Given the reactants C[O:2][C:3]([C@@H:5]1[CH2:10][CH2:9][CH2:8][CH2:7][C@H:6]1[C:11]1[O:15][C:14]([C:16]2[CH:21]=[CH:20][CH:19]=[C:18]([Cl:22])[CH:17]=2)=[N:13][C:12]=1[C:23]1[CH:28]=[CH:27][C:26]([Br:29])=[CH:25][CH:24]=1)=[O:4].[OH-].[Na+].CO.Cl, predict the reaction product. The product is: [Br:29][C:26]1[CH:25]=[CH:24][C:23]([C:12]2[N:13]=[C:14]([C:16]3[CH:21]=[CH:20][CH:19]=[C:18]([Cl:22])[CH:17]=3)[O:15][C:11]=2[C@@H:6]2[CH2:7][CH2:8][CH2:9][CH2:10][C@H:5]2[C:3]([OH:4])=[O:2])=[CH:28][CH:27]=1. (7) Given the reactants [CH2:1]([C@@H:5]1[NH:10][CH2:9][C@H:8]([CH2:11][CH2:12][CH3:13])[NH:7][C:6]1=[O:14])[CH:2]([CH3:4])[CH3:3].[F:15][C:16]1[CH:21]=[CH:20][C:19]([C@@H:22]2[CH2:24][C@H:23]2[C:25](O)=[O:26])=[CH:18][CH:17]=1.C([C@@H]1N(C(=O)/C=C/C2C=CC=CC=2)C[C@H](CC(C)C)NC1=O)C(C)C, predict the reaction product. The product is: [F:15][C:16]1[CH:17]=[CH:18][C:19]([C@@H:22]2[CH2:24][C@H:23]2[C:25]([N:10]2[CH2:9][C@H:8]([CH2:11][CH2:12][CH3:13])[NH:7][C:6](=[O:14])[C@@H:5]2[CH2:1][CH:2]([CH3:4])[CH3:3])=[O:26])=[CH:20][CH:21]=1. (8) Given the reactants [OH:1][C:2]1([C:13]2[S:14][C:15]([C:18]3[CH:23]=[C:22]([NH:24][C:25]4[N:30]=[C:29]([C:31]([F:34])([F:33])[F:32])[CH:28]=[CH:27][N:26]=4)[CH:21]=[C:20]([CH3:35])[CH:19]=3)=[CH:16][N:17]=2)[CH2:7][CH2:6][CH:5]([C:8]([O:10][CH2:11][CH3:12])=[O:9])[CH2:4][CH2:3]1.[C:36]([O:40][C:41](O[C:41]([O:40][C:36]([CH3:39])([CH3:38])[CH3:37])=[O:42])=[O:42])([CH3:39])([CH3:38])[CH3:37].C(N(CC)CC)C, predict the reaction product. The product is: [C:36]([O:40][C:41]([N:24]([C:25]1[N:30]=[C:29]([C:31]([F:33])([F:34])[F:32])[CH:28]=[CH:27][N:26]=1)[C:22]1[CH:23]=[C:18]([C:15]2[S:14][C:13]([C:2]3([OH:1])[CH2:3][CH2:4][CH:5]([C:8]([O:10][CH2:11][CH3:12])=[O:9])[CH2:6][CH2:7]3)=[N:17][CH:16]=2)[CH:19]=[C:20]([CH3:35])[CH:21]=1)=[O:42])([CH3:39])([CH3:38])[CH3:37]. (9) Given the reactants Br[CH:2]([CH3:12])[C:3]([C:5]1[CH:10]=[CH:9][C:8]([Br:11])=[CH:7][CH:6]=1)=O.[NH2:13][C:14]1[CH:19]=[CH:18][CH:17]=[CH:16][N:15]=1.C(O)C.C(=O)([O-])O.[Na+], predict the reaction product. The product is: [Br:11][C:8]1[CH:9]=[CH:10][C:5]([C:3]2[N:13]=[C:14]3[CH:19]=[CH:18][CH:17]=[CH:16][N:15]3[C:2]=2[CH3:12])=[CH:6][CH:7]=1. (10) Given the reactants COC(C1C=C(NS(C2C=CC(C)=CC=2)(=O)=O)C2C(=C(OCC3C=CC=CC=3)C=CC=2)N=1)=O.[CH3:34][O:35][C:36]([C:38]1[CH:47]=[C:46]([N:48]2[CH2:53][CH2:52][N:51](CC3C=CC=CC=3)[CH2:50][CH2:49]2)[C:45]2[C:40](=[C:41]([O:61]CC3C=CC=CC=3)[CH:42]=[CH:43][CH:44]=2)[N:39]=1)=[O:37], predict the reaction product. The product is: [CH3:34][O:35][C:36]([C:38]1[CH:47]=[C:46]([N:48]2[CH2:53][CH2:52][NH:51][CH2:50][CH2:49]2)[C:45]2[C:40](=[C:41]([OH:61])[CH:42]=[CH:43][CH:44]=2)[N:39]=1)=[O:37].